Dataset: Forward reaction prediction with 1.9M reactions from USPTO patents (1976-2016). Task: Predict the product of the given reaction. (1) Given the reactants F[B-](F)(F)F.N1(OC(N(C)C)=[N+](C)C)C2C=CC=CC=2N=N1.F[P-](F)(F)(F)(F)F.N1(OC(N(C)C)=[N+](C)C)C2N=CC=CC=2N=N1.[NH:47]1[C:51]2[CH:52]=[CH:53][C:54]([C:56]([OH:58])=O)=[CH:55][C:50]=2[N:49]=[CH:48]1.C(N(C(C)C)C(C)C)C.[CH2:68]1[C@H:77]2[C@H:72]([CH2:73][CH2:74][C:75]3[CH:81]=[CH:80][CH:79]=[CH:78][C:76]=32)[NH:71][CH2:70][CH2:69]1.N, predict the reaction product. The product is: [NH:47]1[C:51]2[CH:52]=[CH:53][C:54]([C:56]([N:71]3[C@@H:72]4[C@@H:77]([C:76]5[CH:78]=[CH:79][CH:80]=[CH:81][C:75]=5[CH2:74][CH2:73]4)[CH2:68][CH2:69][CH2:70]3)=[O:58])=[CH:55][C:50]=2[N:49]=[CH:48]1. (2) Given the reactants [CH3:1][C:2]1[CH:3]=[CH:4][C:5]([CH2:8][O:9][C:10]2[CH:11]=[CH:12][C:13]([N+:34]([O-])=O)=[C:14]([CH:33]=2)[NH:15][CH2:16][C:17]2[CH:22]=[CH:21][C:20]([C:23]3[CH:28]=[CH:27][C:26]([C:29]([F:32])([F:31])[F:30])=[CH:25][CH:24]=3)=[CH:19][CH:18]=2)=[N:6][CH:7]=1, predict the reaction product. The product is: [CH3:1][C:2]1[CH:3]=[CH:4][C:5]([CH2:8][O:9][C:10]2[CH:33]=[C:14]([NH:15][CH2:16][C:17]3[CH:22]=[CH:21][C:20]([C:23]4[CH:28]=[CH:27][C:26]([C:29]([F:32])([F:30])[F:31])=[CH:25][CH:24]=4)=[CH:19][CH:18]=3)[C:13]([NH2:34])=[CH:12][CH:11]=2)=[N:6][CH:7]=1. (3) Given the reactants [CH3:1][S:2][C:3]1[CH:4]=[C:5]([CH:9]=[CH:10][CH:11]=1)[C:6](O)=[O:7].Cl.[CH3:13][NH:14][O:15][CH3:16].ON1C2C=CC=CC=2N=N1.C(N=C=NCCCN(C)C)C.C([O-])(O)=O.[Na+], predict the reaction product. The product is: [CH3:16][O:15][N:14]([CH3:13])[C:6](=[O:7])[C:5]1[CH:9]=[CH:10][CH:11]=[C:3]([S:2][CH3:1])[CH:4]=1. (4) Given the reactants CC1N=CN(C2C=C(NC(=O)OC(C)(C)C)C=C(C(F)(F)F)C=2)C=1.[CH3:25][C:26]1[N:27]([C:31]2[CH:32]=[C:33]([NH:41]C(=O)OC(C)(C)C)[CH:34]=[C:35]([C:37]([F:40])([F:39])[F:38])[CH:36]=2)[CH:28]=[CH:29][N:30]=1, predict the reaction product. The product is: [CH3:25][C:26]1[N:27]([C:31]2[CH:36]=[C:35]([C:37]([F:40])([F:38])[F:39])[CH:34]=[C:33]([NH2:41])[CH:32]=2)[CH:28]=[CH:29][N:30]=1.